From a dataset of Full USPTO retrosynthesis dataset with 1.9M reactions from patents (1976-2016). Predict the reactants needed to synthesize the given product. Given the product [OH:34][NH:33][C:3]([C:5]1[CH:6]=[N:7][C:8]([C:11]2[CH:16]=[C:15]([NH:17][C:18](=[O:30])[C:19]3[CH:24]=[CH:23][C:22]([S:25]([CH3:28])(=[O:27])=[O:26])=[CH:21][C:20]=3[Cl:29])[CH:14]=[CH:13][C:12]=2[Cl:31])=[N:9][CH:10]=1)=[O:4], predict the reactants needed to synthesize it. The reactants are: CO[C:3]([C:5]1[CH:6]=[N:7][C:8]([C:11]2[CH:16]=[C:15]([NH:17][C:18](=[O:30])[C:19]3[CH:24]=[CH:23][C:22]([S:25]([CH3:28])(=[O:27])=[O:26])=[CH:21][C:20]=3[Cl:29])[CH:14]=[CH:13][C:12]=2[Cl:31])=[N:9][CH:10]=1)=[O:4].Cl.[NH2:33][OH:34].